From a dataset of Full USPTO retrosynthesis dataset with 1.9M reactions from patents (1976-2016). Predict the reactants needed to synthesize the given product. (1) Given the product [CH2:19]([N:12]1[C:13]2[C:14](=[N:15][CH:16]=[CH:17][CH:18]=2)[N:10]([C:6]2[CH:5]=[C:4]3[C:9](=[CH:8][CH:7]=2)[N:1]([C:23]2[NH:31][C:26]4=[N:27][CH:28]=[CH:29][CH:30]=[C:25]4[N:24]=2)[CH2:2][CH2:3]3)[C:11]1=[O:21])[CH3:20], predict the reactants needed to synthesize it. The reactants are: [NH:1]1[C:9]2[C:4](=[CH:5][C:6]([N:10]3[C:14]4=[N:15][CH:16]=[CH:17][CH:18]=[C:13]4[N:12]([CH2:19][CH3:20])[C:11]3=[O:21])=[CH:7][CH:8]=2)[CH2:3][CH2:2]1.Cl[C:23]1[NH:31][C:26]2=[N:27][CH:28]=[CH:29][CH:30]=[C:25]2[N:24]=1.O. (2) Given the product [CH2:18]([CH:22]([CH2:25][CH2:26][CH2:27][CH2:28][CH2:29][CH3:30])[CH2:23][N:7]1[N:6]=[C:5]2[CH:9]=[C:10]([F:11])[C:2]([F:1])=[CH:3][C:4]2=[N:8]1)[CH2:19][CH2:20][CH3:21], predict the reactants needed to synthesize it. The reactants are: [F:1][C:2]1[C:10]([F:11])=[CH:9][C:5]2[NH:6][N:7]=[N:8][C:4]=2[CH:3]=1.CC(C)([O-])C.[K+].[CH2:18]([CH:22]([CH2:25][CH2:26][CH2:27][CH2:28][CH2:29][CH3:30])[CH2:23]Br)[CH2:19][CH2:20][CH3:21].[NH4+].[Cl-]. (3) Given the product [Si:34]([O:33][CH2:32][C@@H:18]1[C@@H:19]([O:21][Si:22]([CH:23]([CH3:24])[CH3:25])([CH:29]([CH3:30])[CH3:31])[CH:26]([CH3:27])[CH3:28])[CH2:20][C@H:16]([NH:15][C:10]2[C:9]([C:7]([C:4]3[O:5][CH:6]=[C:2]([C:46]4[O:47][CH2:48][CH2:49][CH:50]=4)[CH:3]=3)=[O:8])=[CH:14][N:13]=[CH:12][N:11]=2)[CH2:17]1)([C:37]([CH3:40])([CH3:38])[CH3:39])([CH3:36])[CH3:35], predict the reactants needed to synthesize it. The reactants are: Br[C:2]1[CH:3]=[C:4]([C:7]([C:9]2[C:10]([NH:15][C@H:16]3[CH2:20][C@H:19]([O:21][Si:22]([CH:29]([CH3:31])[CH3:30])([CH:26]([CH3:28])[CH3:27])[CH:23]([CH3:25])[CH3:24])[C@@H:18]([CH2:32][O:33][Si:34]([C:37]([CH3:40])([CH3:39])[CH3:38])([CH3:36])[CH3:35])[CH2:17]3)=[N:11][CH:12]=[N:13][CH:14]=2)=[O:8])[O:5][CH:6]=1.C([Sn](CCCC)(CCCC)[C:46]1[O:47][CH2:48][CH2:49][CH:50]=1)CCC.C(N(CC)CC)C. (4) The reactants are: [F:1][C:2]([F:18])([F:17])[C:3]1[N:8]=[C:7]([C:9](=[N:11][OH:12])[NH2:10])[CH:6]=[C:5]([C:13]([F:16])([F:15])[F:14])[N:4]=1.[C:19](N1C=CN=C1)(N1C=CN=C1)=[O:20].N12CCCN=C1CCCCC2.Cl. Given the product [F:18][C:2]([F:1])([F:17])[C:3]1[N:8]=[C:7]([C:9]2[NH:11][O:12][C:19](=[O:20])[N:10]=2)[CH:6]=[C:5]([C:13]([F:14])([F:15])[F:16])[N:4]=1, predict the reactants needed to synthesize it.